Dataset: Forward reaction prediction with 1.9M reactions from USPTO patents (1976-2016). Task: Predict the product of the given reaction. (1) Given the reactants [CH3:1][N:2]1[CH2:7][CH2:6][O:5][CH2:4][CH2:3]1.[Cl:8][C:9]([O:11][CH2:12][CH:13]([CH3:15])[CH3:14])=[O:10].Cl.O, predict the reaction product. The product is: [Cl:8][C:9]([O:11][CH2:12][CH:13]([CH3:15])[CH3:14])=[O:10].[CH3:1][N:2]1[CH2:7][CH2:6][O:5][CH2:4][CH2:3]1. (2) The product is: [CH3:1][N:2]([CH3:29])[C:3]1[CH:4]=[C:5]([CH:26]=[CH:27][CH:28]=1)[C:6]([NH:8][C:9]1[CH:10]=[CH:11][C:12]([CH3:25])=[C:13]([NH:15][C:16](=[O:24])[C:17]2[CH:22]=[CH:21][C:20]([NH:39][CH2:38][CH2:37][CH2:36][N:33]3[CH2:34][CH2:35][O:30][CH2:31][CH2:32]3)=[CH:19][CH:18]=2)[CH:14]=1)=[O:7]. Given the reactants [CH3:1][N:2]([CH3:29])[C:3]1[CH:4]=[C:5]([CH:26]=[CH:27][CH:28]=1)[C:6]([NH:8][C:9]1[CH:10]=[CH:11][C:12]([CH3:25])=[C:13]([NH:15][C:16](=[O:24])[C:17]2[CH:22]=[CH:21][C:20](F)=[CH:19][CH:18]=2)[CH:14]=1)=[O:7].[O:30]1[CH2:35][CH2:34][N:33]([CH2:36][CH2:37][CH2:38][NH2:39])[CH2:32][CH2:31]1, predict the reaction product. (3) Given the reactants [CH3:1][C:2]1[CH:3]=[C:4]([NH:8][C:9](=O)[CH2:10][O:11][C:12]2[CH:17]=[CH:16][C:15]([O:18][C:19]3[C:28]4[C:23](=[CH:24][C:25]([O:31][CH3:32])=[C:26]([O:29][CH3:30])[CH:27]=4)[N:22]=[CH:21][CH:20]=3)=[CH:14][CH:13]=2)[CH:5]=[CH:6][CH:7]=1.Cl.[OH-].[Na+], predict the reaction product. The product is: [CH3:30][O:29][C:26]1[CH:27]=[C:28]2[C:23](=[CH:24][C:25]=1[O:31][CH3:32])[N:22]=[CH:21][CH:20]=[C:19]2[O:18][C:15]1[CH:16]=[CH:17][C:12]([O:11][CH2:10][CH2:9][NH:8][C:4]2[CH:5]=[CH:6][CH:7]=[C:2]([CH3:1])[CH:3]=2)=[CH:13][CH:14]=1. (4) The product is: [F:39][C:36]([F:37])([F:38])[O:35][C:32]1[CH:33]=[CH:34][C:29]([N:22]2[C:23](=[O:28])[CH:24]3[NH:19][CH:20]([CH2:27][CH2:26][CH2:25]3)[C:21]2=[O:40])=[CH:30][CH:31]=1. Given the reactants CC(=O)CC(=O)CCCCC.C([N:19]1[CH:24]2[CH2:25][CH2:26][CH2:27][CH:20]1[C:21](=[O:40])[N:22]([C:29]1[CH:34]=[CH:33][C:32]([O:35][C:36]([F:39])([F:38])[F:37])=[CH:31][CH:30]=1)[C:23]2=[O:28])C1C=CC=CC=1.C(OCC)(=O)C, predict the reaction product.